This data is from Reaction yield outcomes from USPTO patents with 853,638 reactions. The task is: Predict the reaction yield, written as a fraction of the theoretical maximum amount of product (1.0 means a 100% yield; for example, 0.34 means a 34% yield). (1) The reactants are [C:1]([O:5][C:6]([N:8]1[CH2:13][CH2:12][CH:11]([O:14][C:15]2[C:16]([C:31](OC)=[O:32])=[N:17][N:18]([C:22]3[CH:27]=[CH:26][C:25]([C:28]#[N:29])=[C:24]([F:30])[CH:23]=3)[C:19](=[O:21])[CH:20]=2)[CH2:10][CH2:9]1)=[O:7])([CH3:4])([CH3:3])[CH3:2].[BH4-].[Na+].CCOC(C)=O.O. The catalyst is C1COCC1.CO. The product is [C:28]([C:25]1[CH:26]=[CH:27][C:22]([N:18]2[C:19](=[O:21])[CH:20]=[C:15]([O:14][CH:11]3[CH2:10][CH2:9][N:8]([C:6]([O:5][C:1]([CH3:2])([CH3:3])[CH3:4])=[O:7])[CH2:13][CH2:12]3)[C:16]([CH2:31][OH:32])=[N:17]2)=[CH:23][C:24]=1[F:30])#[N:29]. The yield is 0.820. (2) The reactants are Cl.C(N=C=NCCCN(C)C)C.[C:13]([C:18]1[CH:26]=[CH:25][C:21]([C:22]([OH:24])=O)=[CH:20][CH:19]=1)(=[O:17])[CH2:14][CH2:15][CH3:16].Cl.[NH2:28][CH2:29][CH2:30][C:31]([O:33][CH3:34])=[O:32].ON1C2N=CC=CC=2N=N1.C(N(CC)CC)C. The catalyst is ClCCl. The product is [C:13]([C:18]1[CH:19]=[CH:20][C:21]([C:22]([NH:28][CH2:29][CH2:30][C:31]([O:33][CH3:34])=[O:32])=[O:24])=[CH:25][CH:26]=1)(=[O:17])[CH2:14][CH2:15][CH3:16]. The yield is 0.560. (3) The reactants are [Br:1]Br.[CH3:3][C:4]1[S:8][C:7]2[CH:9]=[C:10]3[C:15](=[C:16]([C:17]4[CH:22]=[CH:21][C:20]([O:23][C:24](=[O:26])[CH3:25])=[CH:19][CH:18]=4)[C:6]=2[C:5]=1[CH3:27])[CH:14]=[CH:13][CH:12]=[CH:11]3.S(=O)(O)[O-].[Na+]. The catalyst is ClCCl.[Fe](Cl)(Cl)Cl. The product is [Br:1][C:9]1[C:7]2[S:8][C:4]([CH3:3])=[C:5]([CH3:27])[C:6]=2[C:16]([C:17]2[CH:22]=[CH:21][C:20]([O:23][C:24](=[O:26])[CH3:25])=[CH:19][CH:18]=2)=[C:15]2[C:10]=1[CH:11]=[CH:12][CH:13]=[CH:14]2. The yield is 0.910. (4) The reactants are [CH2:1]([NH:4][C:5](=[O:11])[O:6][C:7]([CH3:10])([CH3:9])[CH3:8])[CH:2]=[CH2:3].C12BC(CCC1)CCC2.Br[C:22]1[CH:27]=[C:26]([C:28]([F:31])([F:30])[F:29])[CH:25]=[C:24]([C:32]([F:35])([F:34])[F:33])[N:23]=1.C([O-])([O-])=O.[K+].[K+]. The catalyst is C1COCC1.CN(C=O)C.CC([O-])=O.CC([O-])=O.[Pd+2].C1C=CC(P(C2C=CC=CC=2)[C-]2C=CC=C2)=CC=1.C1C=CC(P(C2C=CC=CC=2)[C-]2C=CC=C2)=CC=1.[Fe+2].O. The product is [F:31][C:28]([F:29])([F:30])[C:26]1[CH:25]=[C:24]([C:32]([F:33])([F:34])[F:35])[N:23]=[C:22]([CH2:3][CH2:2][CH2:1][NH:4][C:5](=[O:11])[O:6][C:7]([CH3:10])([CH3:9])[CH3:8])[CH:27]=1. The yield is 0.740. (5) The reactants are [C:1]([O:5][C:6]([C:8]1[C:9]([CH3:18])=[C:10]2[C:14](=[CH:15][CH:16]=1)[CH:13]([NH2:17])[CH2:12][CH2:11]2)=[O:7])([CH3:4])([CH3:3])[CH3:2].C(N(CC)CC)C.[C:26]([O:30][C:31](=[O:34])[CH2:32]Br)([CH3:29])([CH3:28])[CH3:27]. The catalyst is O1CCCC1. The product is [C:1]([O:5][C:6]([C:8]1[C:9]([CH3:18])=[C:10]2[C:14](=[CH:15][CH:16]=1)[CH:13]([NH:17][CH2:32][C:31]([O:30][C:26]([CH3:29])([CH3:28])[CH3:27])=[O:34])[CH2:12][CH2:11]2)=[O:7])([CH3:4])([CH3:3])[CH3:2]. The yield is 0.390. (6) The product is [NH2:8][C:6]1[CH:7]=[C:2]([Cl:1])[C:3]([S:14][C:15]2[S:16][C:17]3[CH:23]=[CH:22][C:21]([CH3:24])=[CH:20][C:18]=3[N:19]=2)=[C:4]([C:11](=[O:13])[CH3:12])[CH:5]=1. The catalyst is [Fe].CCO.C1COCC1.O. The yield is 0.680. The reactants are [Cl:1][C:2]1[C:3]([S:14][C:15]2[S:16][C:17]3[CH:23]=[CH:22][C:21]([CH3:24])=[CH:20][C:18]=3[N:19]=2)=[C:4]([C:11](=[O:13])[CH3:12])[CH:5]=[C:6]([N+:8]([O-])=O)[CH:7]=1.[Cl-].[NH4+].